From a dataset of Full USPTO retrosynthesis dataset with 1.9M reactions from patents (1976-2016). Predict the reactants needed to synthesize the given product. Given the product [F:28][C:29]([F:37])([F:36])[C:30]([C:32]([F:35])([F:34])[F:33])([OH:31])[CH2:15][CH2:16][CH2:17][CH2:18][CH2:19][CH2:20][O:21][CH:22]1[CH2:27][CH2:26][CH2:25][CH2:24][O:23]1, predict the reactants needed to synthesize it. The reactants are: [Mg].COCCO[AlH2-]OCCOC.[Na+].Cl[CH2:15][CH2:16][CH2:17][CH2:18][CH2:19][CH2:20][O:21][CH:22]1[CH2:27][CH2:26][CH2:25][CH2:24][O:23]1.[F:28][C:29]([F:37])([F:36])[C:30]([C:32]([F:35])([F:34])[F:33])=[O:31].CC(C)=O.C(=O)=O.